Dataset: Forward reaction prediction with 1.9M reactions from USPTO patents (1976-2016). Task: Predict the product of the given reaction. (1) Given the reactants CC[O-].[Na+].[CH3:5][C:6]1[CH:7]=[C:8]([CH:11]=O)[S:9][CH:10]=1.[C:13]([O:22]CC)(=[O:21])[CH2:14][CH2:15][C:16]([O:18][CH2:19][CH3:20])=[O:17], predict the reaction product. The product is: [CH2:19]([O:18][C:16]([C:15](=[CH:11][C:8]1[S:9][CH:10]=[C:6]([CH3:5])[CH:7]=1)[CH2:14][C:13]([OH:22])=[O:21])=[O:17])[CH3:20]. (2) Given the reactants [C:1]([O:7][CH2:8][CH2:9][C@@H:10]1[O:63][C@@H:14]2[C@H:15]([O:45][Si:46]([C:59]([CH3:62])([CH3:61])[CH3:60])([C:53]3[CH:58]=[CH:57][CH:56]=[CH:55][CH:54]=3)[C:47]3[CH:52]=[CH:51][CH:50]=[CH:49][CH:48]=3)[C@@H:16]3[O:21][C@H:20]([CH2:22][CH:23]([OH:26])CO)[C@H:19]([O:27][Si:28]([C:41]([CH3:44])([CH3:43])[CH3:42])([C:35]4[CH:40]=[CH:39][CH:38]=[CH:37][CH:36]=4)[C:29]4[CH:34]=[CH:33][CH:32]=[CH:31][CH:30]=4)[C@@H:17]3[O:18][C@H:13]2[CH2:12][CH2:11]1)(=[O:6])[C:2]([CH3:5])([CH3:4])[CH3:3].C1COCC1.O.I([O-])(=O)(=O)=O.[Na+], predict the reaction product. The product is: [C:1]([O:7][CH2:8][CH2:9][C@@H:10]1[O:63][C@@H:14]2[C@H:15]([O:45][Si:46]([C:59]([CH3:62])([CH3:61])[CH3:60])([C:53]3[CH:54]=[CH:55][CH:56]=[CH:57][CH:58]=3)[C:47]3[CH:48]=[CH:49][CH:50]=[CH:51][CH:52]=3)[C@@H:16]3[O:21][C@H:20]([CH2:22][CH:23]=[O:26])[C@H:19]([O:27][Si:28]([C:41]([CH3:44])([CH3:43])[CH3:42])([C:29]4[CH:30]=[CH:31][CH:32]=[CH:33][CH:34]=4)[C:35]4[CH:40]=[CH:39][CH:38]=[CH:37][CH:36]=4)[C@@H:17]3[O:18][C@H:13]2[CH2:12][CH2:11]1)(=[O:6])[C:2]([CH3:3])([CH3:4])[CH3:5]. (3) Given the reactants [O:1]1[C:10]2[C:5](=[CH:6][C:7]([C:11]3[C:16]([CH:17]4[CH2:19][CH2:18]4)=[CH:15][C:14]([CH2:20][CH3:21])=[C:13]([CH3:22])[C:12]=3[CH:23]([O:28][CH:29]3[CH2:31][CH2:30]3)[C:24]([O:26]C)=[O:25])=[CH:8][CH:9]=2)[CH2:4][CH2:3][CH2:2]1.[OH-].[Na+], predict the reaction product. The product is: [O:1]1[C:10]2[C:5](=[CH:6][C:7]([C:11]3[C:16]([CH:17]4[CH2:18][CH2:19]4)=[CH:15][C:14]([CH2:20][CH3:21])=[C:13]([CH3:22])[C:12]=3[CH:23]([O:28][CH:29]3[CH2:30][CH2:31]3)[C:24]([OH:26])=[O:25])=[CH:8][CH:9]=2)[CH2:4][CH2:3][CH2:2]1. (4) Given the reactants [NH2:1][C:2]1[CH:3]=[C:4]([OH:12])[C:5](=[CH:10][CH:11]=1)[C:6]([O:8][CH3:9])=[O:7].[Br:13][C:14]1[CH:15]=[C:16]([S:20](Cl)(=[O:22])=[O:21])[CH:17]=[CH:18][CH:19]=1.N1C=CC=CC=1, predict the reaction product. The product is: [Br:13][C:14]1[CH:15]=[C:16]([S:20]([NH:1][C:2]2[CH:11]=[CH:10][C:5]([C:6]([O:8][CH3:9])=[O:7])=[C:4]([OH:12])[CH:3]=2)(=[O:22])=[O:21])[CH:17]=[CH:18][CH:19]=1.